This data is from Forward reaction prediction with 1.9M reactions from USPTO patents (1976-2016). The task is: Predict the product of the given reaction. (1) Given the reactants [NH:1](C(C)=O)[C@H:2]([C:8]([OH:10])=[O:9])[CH2:3][CH2:4][C:5](=[O:7])[OH:6].[Cl-].C([O-])([O-])=O.[Na+].[Na+], predict the reaction product. The product is: [NH2:1][C@H:2]([C:8]([OH:10])=[O:9])[CH2:3][CH2:4][C:5](=[O:6])[OH:7]. (2) Given the reactants [NH2:1][C:2]1[N:19]=[C:5]2[CH:6]=[N:7][C:8]([C:10]3[CH:15]=[C:14]([CH3:16])[C:13]([OH:17])=[C:12]([CH3:18])[CH:11]=3)=[CH:9][N:4]2[N:3]=1.Br[C:21]1[CH:26]=[CH:25][CH:24]=[CH:23][C:22]=1[O:27][CH3:28].C(=O)([O-])[O-].[Cs+].[Cs+], predict the reaction product. The product is: [CH3:28][O:27][C:22]1[CH:23]=[CH:24][CH:25]=[CH:26][C:21]=1[NH:1][C:2]1[N:19]=[C:5]2[CH:6]=[N:7][C:8]([C:10]3[CH:11]=[C:12]([CH3:18])[C:13]([OH:17])=[C:14]([CH3:16])[CH:15]=3)=[CH:9][N:4]2[N:3]=1. (3) Given the reactants [F:1][C:2]1([F:32])[CH2:5][CH:4]([C:6]2[O:10][N:9]=[C:8]([C:11]3[CH:12]=[CH:13][C:14]([CH3:31])=[C:15]([NH:17][C:18]([C:20]4[N:24]5[CH:25]=[CH:26][C:27]([C:29]#[CH:30])=[CH:28][C:23]5=[N:22][CH:21]=4)=[O:19])[CH:16]=3)[N:7]=2)[CH2:3]1.C(OC[N:41]=[N+:42]=[N-:43])(=O)C(C)(C)C.O=C1O[C@H]([C@H](CO)O)C([O-])=C1O.[Na+].[OH-].[Na+], predict the reaction product. The product is: [F:32][C:2]1([F:1])[CH2:5][CH:4]([C:6]2[O:10][N:9]=[C:8]([C:11]3[CH:12]=[CH:13][C:14]([CH3:31])=[C:15]([NH:17][C:18]([C:20]4[N:24]5[CH:25]=[CH:26][C:27]([C:29]6[N:41]=[N:42][NH:43][CH:30]=6)=[CH:28][C:23]5=[N:22][CH:21]=4)=[O:19])[CH:16]=3)[N:7]=2)[CH2:3]1. (4) Given the reactants [CH:1]1([C:8]2[CH:17]=[CH:16][C:11]3[NH:12][C:13](=[O:15])[O:14][C:10]=3[CH:9]=2)[CH2:6][CH2:5][C:4](=O)[CH2:3][CH2:2]1.[BH4-].[Na+].O.CCO[C:24]([CH3:26])=O, predict the reaction product. The product is: [C:1]1([CH:24]([CH3:26])[CH2:10][CH2:11][NH:12][C@H:4]2[CH2:5][CH2:6][C@H:1]([C:8]3[CH:17]=[CH:16][C:11]4[NH:12][C:13](=[O:15])[O:14][C:10]=4[CH:9]=3)[CH2:2][CH2:3]2)[CH:6]=[CH:5][CH:4]=[CH:3][CH:2]=1. (5) Given the reactants [N+:1]([C:4]1[CH:5]=[C:6]([NH:11][C:12]2[N:17]=[C:16]([C:18]3[CH:19]=[N:20][CH:21]=[CH:22][CH:23]=3)[CH:15]=[CH:14][N:13]=2)[C:7]([CH3:10])=[N:8][CH:9]=1)([O-])=O.[H-].[H-].[H-].[H-].[Li+].[Al+3].Cl, predict the reaction product. The product is: [NH2:1][C:4]1[CH:5]=[C:6]([NH:11][C:12]2[N:17]=[C:16]([C:18]3[CH:19]=[N:20][CH:21]=[CH:22][CH:23]=3)[CH:15]=[CH:14][N:13]=2)[C:7]([CH3:10])=[N:8][CH:9]=1. (6) Given the reactants [CH2:1]([O:8][N:9]=[C:10]1[CH2:14][N:13]([C:15]([O:17]C(C)(C)C)=O)[C@H:12]([C:22]([OH:24])=O)[CH2:11]1)[C:2]1[CH:7]=[CH:6][CH:5]=[CH:4][CH:3]=1.[O:25]([CH2:32]C(Cl)=O)[C:26]1[CH:31]=[CH:30][CH:29]=[CH:28][CH:27]=1.[C:36]([NH2:40])([CH3:39])([CH3:38])[CH3:37], predict the reaction product. The product is: [CH2:1]([O:8][N:9]=[C:10]1[CH2:14][N:13]([C:15](=[O:17])[CH2:32][O:25][C:26]2[CH:27]=[CH:28][CH:29]=[CH:30][CH:31]=2)[C@H:12]([C:22]([NH:40][C:36]([CH3:39])([CH3:38])[CH3:37])=[O:24])[CH2:11]1)[C:2]1[CH:3]=[CH:4][CH:5]=[CH:6][CH:7]=1. (7) Given the reactants [F:1][C:2]([F:15])([F:14])[O:3][CH2:4][C:5]1[CH:13]=[CH:12][C:8]([C:9]([OH:11])=[O:10])=[CH:7][CH:6]=1.IC.[C:18](=O)([O-])[O-].[K+].[K+].O, predict the reaction product. The product is: [F:1][C:2]([F:14])([F:15])[O:3][CH2:4][C:5]1[CH:6]=[CH:7][C:8]([C:9]([O:11][CH3:18])=[O:10])=[CH:12][CH:13]=1.